Dataset: Catalyst prediction with 721,799 reactions and 888 catalyst types from USPTO. Task: Predict which catalyst facilitates the given reaction. (1) Reactant: Cl[C:2]1[CH:3]=[C:4]2[C:10]([C:11]3[CH:12]=[C:13]([NH:17][C@H:18]([C:22]([NH:24][CH2:25][C:26]([F:29])([F:28])[F:27])=[O:23])[CH:19]([CH3:21])[CH3:20])[CH:14]=[N:15][CH:16]=3)=[CH:9][N:8]([CH2:30][O:31][CH2:32][CH2:33][Si:34]([CH3:37])([CH3:36])[CH3:35])[C:5]2=[N:6][CH:7]=1.ClC1C=[C:41]2[C:47]([C:48]3[CH:49]=[C:50](NC(C(C)C)C(NCC(F)(F)F)=O)[CH:51]=[N:52][CH:53]=3)=CN(COCC[Si](C)(C)C)C2=NC=1.C(N)C1C=CC=CC=1.C[Si]([N-][Si](C)(C)C)(C)C.[Li+].C1COCC1. Product: [CH2:53]([NH:52][C:2]1[CH:3]=[C:4]2[C:10]([C:11]3[CH:12]=[C:13]([NH:17][C@H:18]([C:22]([NH:24][CH2:25][C:26]([F:29])([F:28])[F:27])=[O:23])[CH:19]([CH3:21])[CH3:20])[CH:14]=[N:15][CH:16]=3)=[CH:9][N:8]([CH2:30][O:31][CH2:32][CH2:33][Si:34]([CH3:37])([CH3:36])[CH3:35])[C:5]2=[N:6][CH:7]=1)[C:48]1[CH:47]=[CH:41][CH:51]=[CH:50][CH:49]=1. The catalyst class is: 848. (2) The catalyst class is: 185. Product: [Cl:28][C:19]1[CH:18]=[C:17]([N:8]2[C:9]3[C:5](=[CH:4][C:3]([C:14]#[N:15])=[C:2]([F:1])[CH:10]=3)[C:6]([CH3:12])([CH3:13])[C:7]2=[O:11])[CH:22]=[N:21][C:20]=1[O:23][CH2:24][CH:25]([CH3:27])[CH3:26]. Reactant: [F:1][C:2]1[CH:10]=[C:9]2[C:5]([C:6]([CH3:13])([CH3:12])[C:7](=[O:11])[NH:8]2)=[CH:4][C:3]=1[C:14]#[N:15].Br[C:17]1[CH:18]=[C:19]([Cl:28])[C:20]([O:23][CH2:24][CH:25]([CH3:27])[CH3:26])=[N:21][CH:22]=1.CNCCNC.C([O-])([O-])=O.[K+].[K+].